From a dataset of Full USPTO retrosynthesis dataset with 1.9M reactions from patents (1976-2016). Predict the reactants needed to synthesize the given product. (1) Given the product [CH3:10][N:6]1[C:5]2[CH:11]=[CH:12][C:2]([C:15]3[CH:14]=[N:13][CH:18]=[CH:17][CH:16]=3)=[CH:3][C:4]=2[S:8][C:7]1=[O:9], predict the reactants needed to synthesize it. The reactants are: Br[C:2]1[CH:12]=[CH:11][C:5]2[N:6]([CH3:10])[C:7](=[O:9])[S:8][C:4]=2[CH:3]=1.[N:13]1[CH:18]=[CH:17][CH:16]=[C:15](B(O)O)[CH:14]=1.C([O-])([O-])=O.[Na+].[Na+]. (2) The reactants are: [NH2:1][C:2]1[CH:3]=[C:4]([C:8]2[CH:21]=[C:11]3[NH:12][C:13](=[O:20])[C:14]4[C:19]([N:10]3[N:9]=2)=[CH:18][CH:17]=[CH:16][CH:15]=4)[CH:5]=[CH:6][CH:7]=1.[C:22](OC(=O)C)(=[O:24])[CH3:23].C(N(CC)CC)C. Given the product [O:20]=[C:13]1[C:14]2[C:19](=[CH:18][CH:17]=[CH:16][CH:15]=2)[N:10]2[N:9]=[C:8]([C:4]3[CH:3]=[C:2]([NH:1][C:22](=[O:24])[CH3:23])[CH:7]=[CH:6][CH:5]=3)[CH:21]=[C:11]2[NH:12]1, predict the reactants needed to synthesize it.